This data is from Full USPTO retrosynthesis dataset with 1.9M reactions from patents (1976-2016). The task is: Predict the reactants needed to synthesize the given product. Given the product [CH2:1]([O:3][C:4](=[O:37])[C:5]([CH3:7])([O:8][C:9]1[CH:14]=[CH:13][C:12]([O:15][CH2:16][C:17]2[NH:21][C:20](=[O:25])[N:19]([C:26]3[CH:27]=[CH:28][C:29]([C:32]([F:34])([F:35])[F:33])=[CH:30][CH:31]=3)[N:18]=2)=[CH:11][C:10]=1[CH3:36])[CH3:6])[CH3:2], predict the reactants needed to synthesize it. The reactants are: [CH2:1]([O:3][C:4](=[O:37])[C:5]([O:8][C:9]1[CH:14]=[CH:13][C:12]([O:15][CH2:16][C:17]2[N:21](CC=C)[C:20](=[O:25])[N:19]([C:26]3[CH:31]=[CH:30][C:29]([C:32]([F:35])([F:34])[F:33])=[CH:28][CH:27]=3)[N:18]=2)=[CH:11][C:10]=1[CH3:36])([CH3:7])[CH3:6])[CH3:2].C(N(CC)CC)C.C(O)=O.